From a dataset of NCI-60 drug combinations with 297,098 pairs across 59 cell lines. Regression. Given two drug SMILES strings and cell line genomic features, predict the synergy score measuring deviation from expected non-interaction effect. (1) Drug 2: C1CN1P(=S)(N2CC2)N3CC3. Drug 1: CC1OCC2C(O1)C(C(C(O2)OC3C4COC(=O)C4C(C5=CC6=C(C=C35)OCO6)C7=CC(=C(C(=C7)OC)O)OC)O)O. Synergy scores: CSS=29.7, Synergy_ZIP=-2.85, Synergy_Bliss=-0.647, Synergy_Loewe=-6.97, Synergy_HSA=1.79. Cell line: SNB-19. (2) Drug 1: CC1C(C(=O)NC(C(=O)N2CCCC2C(=O)N(CC(=O)N(C(C(=O)O1)C(C)C)C)C)C(C)C)NC(=O)C3=C4C(=C(C=C3)C)OC5=C(C(=O)C(=C(C5=N4)C(=O)NC6C(OC(=O)C(N(C(=O)CN(C(=O)C7CCCN7C(=O)C(NC6=O)C(C)C)C)C)C(C)C)C)N)C. Drug 2: C1CC(=O)NC(=O)C1N2C(=O)C3=CC=CC=C3C2=O. Cell line: HCC-2998. Synergy scores: CSS=20.2, Synergy_ZIP=1.24, Synergy_Bliss=8.19, Synergy_Loewe=-11.5, Synergy_HSA=3.53. (3) Drug 2: C1CC(C1)(C(=O)O)C(=O)O.[NH2-].[NH2-].[Pt+2]. Drug 1: C1=CC(=CC=C1C#N)C(C2=CC=C(C=C2)C#N)N3C=NC=N3. Cell line: SN12C. Synergy scores: CSS=15.1, Synergy_ZIP=-4.16, Synergy_Bliss=-3.50, Synergy_Loewe=-0.219, Synergy_HSA=-0.453. (4) Drug 1: CCCS(=O)(=O)NC1=C(C(=C(C=C1)F)C(=O)C2=CNC3=C2C=C(C=N3)C4=CC=C(C=C4)Cl)F. Drug 2: CCC1(C2=C(COC1=O)C(=O)N3CC4=CC5=C(C=CC(=C5CN(C)C)O)N=C4C3=C2)O.Cl. Cell line: NCIH23. Synergy scores: CSS=5.42, Synergy_ZIP=-2.08, Synergy_Bliss=-3.15, Synergy_Loewe=-28.2, Synergy_HSA=-6.43. (5) Cell line: CAKI-1. Drug 2: C1CC(=O)NC(=O)C1N2CC3=C(C2=O)C=CC=C3N. Synergy scores: CSS=26.4, Synergy_ZIP=-4.45, Synergy_Bliss=-7.92, Synergy_Loewe=-32.3, Synergy_HSA=-5.33. Drug 1: CC1=C2C(C(=O)C3(C(CC4C(C3C(C(C2(C)C)(CC1OC(=O)C(C(C5=CC=CC=C5)NC(=O)OC(C)(C)C)O)O)OC(=O)C6=CC=CC=C6)(CO4)OC(=O)C)OC)C)OC. (6) Drug 1: COC1=C(C=C2C(=C1)N=CN=C2NC3=CC(=C(C=C3)F)Cl)OCCCN4CCOCC4. Drug 2: CC1=CC=C(C=C1)C2=CC(=NN2C3=CC=C(C=C3)S(=O)(=O)N)C(F)(F)F. Cell line: NCI-H322M. Synergy scores: CSS=40.9, Synergy_ZIP=-1.76, Synergy_Bliss=-2.97, Synergy_Loewe=-13.6, Synergy_HSA=-0.382. (7) Drug 1: C1=CC=C(C(=C1)C(C2=CC=C(C=C2)Cl)C(Cl)Cl)Cl. Drug 2: C1C(C(OC1N2C=NC3=C2NC=NCC3O)CO)O. Cell line: UO-31. Synergy scores: CSS=-5.36, Synergy_ZIP=1.72, Synergy_Bliss=2.37, Synergy_Loewe=1.08, Synergy_HSA=-0.387. (8) Drug 1: CN1C(=O)N2C=NC(=C2N=N1)C(=O)N. Drug 2: CNC(=O)C1=NC=CC(=C1)OC2=CC=C(C=C2)NC(=O)NC3=CC(=C(C=C3)Cl)C(F)(F)F. Cell line: K-562. Synergy scores: CSS=2.36, Synergy_ZIP=3.47, Synergy_Bliss=8.50, Synergy_Loewe=-0.301, Synergy_HSA=-0.130. (9) Drug 1: C1=CC(=CC=C1CCCC(=O)O)N(CCCl)CCCl. Drug 2: CC1C(C(=O)NC(C(=O)N2CCCC2C(=O)N(CC(=O)N(C(C(=O)O1)C(C)C)C)C)C(C)C)NC(=O)C3=C4C(=C(C=C3)C)OC5=C(C(=O)C(=C(C5=N4)C(=O)NC6C(OC(=O)C(N(C(=O)CN(C(=O)C7CCCN7C(=O)C(NC6=O)C(C)C)C)C)C(C)C)C)N)C. Cell line: OVCAR-8. Synergy scores: CSS=18.6, Synergy_ZIP=5.61, Synergy_Bliss=10.1, Synergy_Loewe=9.76, Synergy_HSA=9.96. (10) Drug 1: CC1=CC2C(CCC3(C2CCC3(C(=O)C)OC(=O)C)C)C4(C1=CC(=O)CC4)C. Drug 2: C1CNP(=O)(OC1)N(CCCl)CCCl. Cell line: OVCAR-4. Synergy scores: CSS=0.950, Synergy_ZIP=1.60, Synergy_Bliss=2.57, Synergy_Loewe=0.937, Synergy_HSA=0.942.